From a dataset of Reaction yield outcomes from USPTO patents with 853,638 reactions. Predict the reaction yield, written as a fraction of the theoretical maximum amount of product (1.0 means a 100% yield; for example, 0.34 means a 34% yield). (1) The reactants are Cl.[NH2:2][C:3]1[CH:8]=[CH:7][C:6]([C:9]([C:17]2[CH:22]=[CH:21][C:20]([Cl:23])=[CH:19][CH:18]=2)([OH:16])[C:10]2[N:14]([CH3:15])[CH:13]=[N:12][CH:11]=2)=[CH:5][C:4]=1[CH:24]([C:30]1[CH:35]=[CH:34][CH:33]=[C:32]([Cl:36])[CH:31]=1)[S:25][CH2:26][C:27](O)=[O:28].[O-]S([O-])(=O)=O.[Mg+2]. The catalyst is C1(C)C=CC=CC=1. The product is [Cl:36][C:32]1[CH:31]=[C:30]([CH:24]2[C:4]3[CH:5]=[C:6]([C:9]([C:17]4[CH:18]=[CH:19][C:20]([Cl:23])=[CH:21][CH:22]=4)([OH:16])[C:10]4[N:14]([CH3:15])[CH:13]=[N:12][CH:11]=4)[CH:7]=[CH:8][C:3]=3[NH:2][C:27](=[O:28])[CH2:26][S:25]2)[CH:35]=[CH:34][CH:33]=1. The yield is 0.300. (2) The reactants are [CH3:1][O:2][C:3](=[O:28])[C:4]1[CH:9]=[C:8]([O:10][CH3:11])[C:7]([CH3:12])=[C:6]([O:13][CH3:14])[C:5]=1[O:15][C:16]1[CH:21]=[C:20]([O:22][CH3:23])[CH:19]=[C:18]([CH3:24])[C:17]=1[C:25]([OH:27])=[O:26].[CH3:29][O:30]C(Cl)Cl.Cl. The catalyst is ClCCl.[Ti](Cl)(Cl)(Cl)Cl. The product is [CH3:1][O:2][C:3](=[O:28])[C:4]1[CH:9]=[C:8]([O:10][CH3:11])[C:7]([CH3:12])=[C:6]([O:13][CH3:14])[C:5]=1[O:15][C:16]1[C:21]([CH:29]=[O:30])=[C:20]([O:22][CH3:23])[CH:19]=[C:18]([CH3:24])[C:17]=1[C:25]([OH:27])=[O:26]. The yield is 0.630. (3) The reactants are [N:1]1([CH2:8][CH2:9][O:10][C:11]2[CH:16]=[CH:15][C:14]([C:17]([C:19]3[C:28]4[C:23](=[CH:24][C:25]([O:29]C)=[CH:26][CH:27]=4)[CH:22]=[CH:21][C:20]=3[C:31]3[C:36]([F:37])=[CH:35][CH:34]=[CH:33][C:32]=3[F:38])=[O:18])=[CH:13][CH:12]=2)[CH2:7][CH2:6][CH2:5][CH2:4][CH2:3][CH2:2]1.B(Br)(Br)Br.C(=O)(O)[O-].[Na+].C(Cl)(Cl)Cl.C(O)(C)C. The catalyst is C(Cl)Cl. The product is [N:1]1([CH2:8][CH2:9][O:10][C:11]2[CH:16]=[CH:15][C:14]([C:17]([C:19]3[C:28]4[C:23](=[CH:24][C:25]([OH:29])=[CH:26][CH:27]=4)[CH:22]=[CH:21][C:20]=3[C:31]3[C:32]([F:38])=[CH:33][CH:34]=[CH:35][C:36]=3[F:37])=[O:18])=[CH:13][CH:12]=2)[CH2:7][CH2:6][CH2:5][CH2:4][CH2:3][CH2:2]1. The yield is 0.540. (4) The reactants are [CH3:1][O:2][C:3]1[CH:49]=[CH:48][C:6]([CH2:7][N:8]([CH2:39][C:40]2[CH:45]=[CH:44][C:43]([O:46][CH3:47])=[CH:42][CH:41]=2)[C:9]2[N:14]=[C:13]([CH3:15])[N:12]=[C:11]([C:16]3[CH:17]=[C:18]([C@H:23]([N:25]4[CH2:30][CH2:29][N:28](C(OC(C)(C)C)=O)[CH2:27][C@@H:26]4[CH3:38])[CH3:24])[CH:19]=[N:20][C:21]=3[F:22])[N:10]=2)=[CH:5][CH:4]=1.C(O)(C(F)(F)F)=O.C([O-])(O)=O.[Na+].CCN(CC)CC.[CH3:69][S:70](Cl)(=[O:72])=[O:71]. The catalyst is C(Cl)Cl.O. The product is [F:22][C:21]1[C:16]([C:11]2[N:12]=[C:13]([CH3:15])[N:14]=[C:9]([N:8]([CH2:39][C:40]3[CH:45]=[CH:44][C:43]([O:46][CH3:47])=[CH:42][CH:41]=3)[CH2:7][C:6]3[CH:48]=[CH:49][C:3]([O:2][CH3:1])=[CH:4][CH:5]=3)[N:10]=2)=[CH:17][C:18]([C@H:23]([N:25]2[CH2:30][CH2:29][N:28]([S:70]([CH3:69])(=[O:72])=[O:71])[CH2:27][C@@H:26]2[CH3:38])[CH3:24])=[CH:19][N:20]=1. The yield is 0.840. (5) The reactants are [NH2:1][C@H:2]([C:4]([OH:6])=[O:5])[CH3:3].[OH-].[Na+].Cl[C:10]([O:12][CH3:13])=[O:11].P(=O)(O)(O)O. No catalyst specified. The product is [CH3:13][O:12][C:10]([NH:1][C@H:2]([C:4]([OH:6])=[O:5])[CH3:3])=[O:11]. The yield is 0.780. (6) The reactants are C(OC([N:8]1[CH2:12][CH2:11][CH:10]([C:13]2[CH:18]=[CH:17][C:16]([NH:19][C:20]([NH:22][C:23]3[CH:28]=[CH:27][CH:26]=[CH:25][CH:24]=3)=[O:21])=[CH:15][CH:14]=2)[CH2:9]1)=O)(C)(C)C.[ClH:29]. The catalyst is C1COCC1.O1CCOCC1.C(OCC)C. The product is [ClH:29].[C:23]1([NH:22][C:20]([NH:19][C:16]2[CH:17]=[CH:18][C:13]([CH:10]3[CH2:11][CH2:12][NH:8][CH2:9]3)=[CH:14][CH:15]=2)=[O:21])[CH:28]=[CH:27][CH:26]=[CH:25][CH:24]=1. The yield is 0.680. (7) The reactants are O=[O+][O-].C=[C:5]1[CH2:10][N:9]([S:11]([C:14]2[CH:19]=[CH:18][C:17]([N+:20]([O-:22])=[O:21])=[CH:16][CH:15]=2)(=[O:13])=[O:12])[CH2:8][N:7]([S:23]([C:26]2[CH:31]=[CH:30][C:29]([N+:32]([O-:34])=[O:33])=[CH:28][CH:27]=2)(=[O:25])=[O:24])[CH2:6]1.C(=O)=[O:36].CC(C)=O.CSC. The catalyst is O=O.CC(C)=O. The product is [N+:20]([C:17]1[CH:18]=[CH:19][C:14]([S:11]([N:9]2[CH2:10][C:5](=[O:36])[CH2:6][N:7]([S:23]([C:26]3[CH:31]=[CH:30][C:29]([N+:32]([O-:34])=[O:33])=[CH:28][CH:27]=3)(=[O:25])=[O:24])[CH2:8]2)(=[O:13])=[O:12])=[CH:15][CH:16]=1)([O-:22])=[O:21]. The yield is 0.830. (8) The reactants are C(OC([N:8]1[CH2:13][CH2:12][N:11]([C:14]2[CH:19]=[N:18][CH:17]=[C:16]([O:20][CH2:21][C:22]3[S:23][CH:24]=[C:25]([CH3:27])[N:26]=3)[N:15]=2)[CH2:10][CH2:9]1)=O)(C)(C)C.Cl. The catalyst is O1CCOCC1. The product is [CH3:27][C:25]1[N:26]=[C:22]([CH2:21][O:20][C:16]2[N:15]=[C:14]([N:11]3[CH2:10][CH2:9][NH:8][CH2:13][CH2:12]3)[CH:19]=[N:18][CH:17]=2)[S:23][CH:24]=1. The yield is 0.980. (9) The reactants are [NH:1]1[CH2:8][CH2:7][CH2:6][C@@H:2]1[C:3]([OH:5])=[O:4].[C:9](Cl)(=[O:13])[C:10]([CH3:12])=[CH2:11]. The catalyst is [OH-].[Na+].CC(C)=O. The product is [C:9]([N:1]1[CH2:8][CH2:7][CH2:6][C@@H:2]1[C:3]([OH:5])=[O:4])(=[O:13])[C:10]([CH3:12])=[CH2:11]. The yield is 0.680. (10) The reactants are [CH3:1][CH:2]1[CH2:7][NH:6][CH2:5][CH:4]([CH3:8])[NH:3]1.[O:9]1[CH2:14][CH2:13][CH:12]([C:15](O)=[O:16])[CH2:11][CH2:10]1.Cl.C(N=C=NCCCN(C)C)C. The catalyst is CN(C)C1C=CN=CC=1.C(Cl)Cl. The product is [CH3:8][CH:4]1[NH:3][CH:2]([CH3:1])[CH2:7][N:6]([C:15]([CH:12]2[CH2:13][CH2:14][O:9][CH2:10][CH2:11]2)=[O:16])[CH2:5]1. The yield is 0.780.